This data is from Full USPTO retrosynthesis dataset with 1.9M reactions from patents (1976-2016). The task is: Predict the reactants needed to synthesize the given product. (1) Given the product [Cl:16][C:14]1[CH:13]=[CH:12][C:4]2[N:5]=[C:6]([NH2:8])[N:7]=[C:2]([O:19][CH2:17][CH3:18])[C:3]=2[N:15]=1, predict the reactants needed to synthesize it. The reactants are: Cl[C:2]1[C:3]2[N:15]=[C:14]([Cl:16])[CH:13]=[CH:12][C:4]=2[N:5]=[C:6]([NH:8]C(=O)C)[N:7]=1.[CH2:17]([OH:19])[CH3:18]. (2) Given the product [CH3:13][N:11]1[CH:12]=[C:8]([C:5]2[CH:6]=[CH:7][C:2]([B:18]3[O:22][C:21]([CH3:24])([CH3:23])[C:20]([CH3:26])([CH3:25])[O:19]3)=[CH:3][CH:4]=2)[C:9]([C:14]([F:17])([F:16])[F:15])=[N:10]1, predict the reactants needed to synthesize it. The reactants are: Cl[C:2]1[CH:7]=[CH:6][C:5]([C:8]2[C:9]([C:14]([F:17])([F:16])[F:15])=[N:10][N:11]([CH3:13])[CH:12]=2)=[CH:4][CH:3]=1.[B:18]1([B:18]2[O:22][C:21]([CH3:24])([CH3:23])[C:20]([CH3:26])([CH3:25])[O:19]2)[O:22][C:21]([CH3:24])([CH3:23])[C:20]([CH3:26])([CH3:25])[O:19]1.CC(C1C=C(C(C)C)C(C2C=CC=CC=2P(C2CCCCC2)C2CCCCC2)=C(C(C)C)C=1)C.C([O-])(=O)C.[K+]. (3) Given the product [CH:1]1([C:4]2[CH:5]=[C:6]([C:20]([NH:23][CH2:24][C:25]3[C:26](=[O:33])[NH:27][C:28]([CH3:32])=[CH:29][C:30]=3[CH3:31])=[O:21])[C:7]3[CH:12]=[N:11][N:10]([C:14]4[CH:15]=[CH:16][N:17]=[CH:18][CH:19]=4)[C:8]=3[N:9]=2)[CH2:2][CH2:3]1, predict the reactants needed to synthesize it. The reactants are: [CH:1]1([C:4]2[CH:5]=[C:6]([C:20](O)=[O:21])[C:7]3[C:12](C)=[N:11][N:10]([C:14]4[CH:19]=[CH:18][N:17]=[CH:16][CH:15]=4)[C:8]=3[N:9]=2)[CH2:3][CH2:2]1.[NH2:23][CH2:24][C:25]1[C:26](=[O:33])[NH:27][C:28]([CH3:32])=[CH:29][C:30]=1[CH3:31].ON1C2N=CC=CC=2N=N1.C(Cl)CCl.CN1CCOCC1. (4) The reactants are: [F:1][C:2]1[CH:9]=[C:8]([F:10])[C:7]([N+:11]([O-])=O)=[CH:6][C:3]=1[C:4]#[N:5]. Given the product [NH2:11][C:7]1[C:8]([F:10])=[CH:9][C:2]([F:1])=[C:3]([CH:6]=1)[C:4]#[N:5], predict the reactants needed to synthesize it. (5) Given the product [O:25]1[C:26]2[CH:7]=[CH:2][C:3]([C:2]3[CH:3]=[C:4]([NH:8][C@H:9]([C:12]4[CH:17]=[CH:16][CH:15]=[CH:14][CH:13]=4)[CH2:10][OH:11])[CH:5]=[N:6][CH:7]=3)=[CH:4][C:27]=2[O:28][CH2:29]1, predict the reactants needed to synthesize it. The reactants are: Br[C:2]1[CH:3]=[C:4]([NH:8][C@H:9]([C:12]2[CH:17]=[CH:16][CH:15]=[CH:14][CH:13]=2)[CH2:10][OH:11])[CH:5]=[N:6][CH:7]=1.C(=O)([O-])[O-].[K+].[K+].C[O:25][CH2:26][CH2:27][O:28][CH3:29]. (6) Given the product [Cl:1][C:2]1[C:7]([NH:8][C:9](=[O:15])[O:10][C:11]([CH3:12])([CH3:14])[CH3:13])=[C:6]([CH:33]=[O:34])[CH:5]=[CH:4][N:3]=1, predict the reactants needed to synthesize it. The reactants are: [Cl:1][C:2]1[C:7]([NH:8][C:9](=[O:15])[O:10][C:11]([CH3:14])([CH3:13])[CH3:12])=[CH:6][CH:5]=[CH:4][N:3]=1.CN(CCN(C)C)C.C([Li])CCC.[NH4+].[Cl-].C1C[O:34][CH2:33]C1. (7) Given the product [Cl:1][C:2]1[C:10]([C:11]#[N:12])=[CH:9][C:5]([C:6]([O:17][CH2:16][C:15]([F:19])([F:18])[F:14])=[O:7])=[C:4]([CH3:13])[N:3]=1, predict the reactants needed to synthesize it. The reactants are: [Cl:1][C:2]1[C:10]([C:11]#[N:12])=[CH:9][C:5]([C:6](Cl)=[O:7])=[C:4]([CH3:13])[N:3]=1.[F:14][C:15]([F:19])([F:18])[CH2:16][OH:17].CCN(C(C)C)C(C)C.